Dataset: Catalyst prediction with 721,799 reactions and 888 catalyst types from USPTO. Task: Predict which catalyst facilitates the given reaction. (1) Reactant: [NH2:1][C:2]1[CH:3]=[C:4](/[CH:24]=[C:25]2/[C:26]([NH:31][CH3:32])=[N:27][C:28](=[O:30])[S:29]/2)[CH:5]=[CH:6][C:7]=1[O:8][CH2:9][C:10]1[CH:15]=[CH:14][C:13]([C:16]([F:19])([F:18])[F:17])=[CH:12][C:11]=1[C:20]([F:23])([F:22])[F:21].C([BH3-])#N.[Na+].O1[CH2:41][CH2:40][CH2:39]C1.[C:42](#N)C. Product: [F:23][C:20]([F:21])([F:22])[C:11]1[CH:12]=[C:13]([C:16]([F:17])([F:18])[F:19])[CH:14]=[CH:15][C:10]=1[CH2:9][O:8][C:7]1[CH:6]=[CH:5][C:4](/[CH:24]=[C:25]2/[C:26]([NH:31][CH3:32])=[N:27][C:28](=[O:30])[S:29]/2)=[CH:3][C:2]=1[NH:1][CH2:42][CH:40]([CH3:39])[CH3:41]. The catalyst class is: 15. (2) Reactant: C(OC([N:8]1[CH2:13][CH2:12][N:11]([C:14](=[O:39])[CH2:15][NH:16][C:17]([C:19]2[C:20]([O:37][CH3:38])=[C:21]3[C:25](=[CH:26][CH:27]=2)[NH:24][N:23]=[C:22]3/[CH:28]=[CH:29]/[C:30]2[CH:35]=[CH:34][C:33]([F:36])=[CH:32][CH:31]=2)=[O:18])[CH2:10][CH2:9]1)=O)(C)(C)C.FC(F)(F)C(O)=O. Product: [O:39]=[C:14]([N:11]1[CH2:10][CH2:9][NH:8][CH2:13][CH2:12]1)[CH2:15][NH:16][C:17]([C:19]1[C:20]([O:37][CH3:38])=[C:21]2[C:25](=[CH:26][CH:27]=1)[NH:24][N:23]=[C:22]2/[CH:28]=[CH:29]/[C:30]1[CH:31]=[CH:32][C:33]([F:36])=[CH:34][CH:35]=1)=[O:18]. The catalyst class is: 4. (3) Reactant: [C:1]([O:5][C:6]([N:8]1[C:17]2[C:12](=[CH:13][CH:14]=[C:15]([C:18](O)=[O:19])[CH:16]=2)[CH2:11][CH2:10][CH2:9]1)=[O:7])([CH3:4])([CH3:3])[CH3:2].C(N(C(C)C)CC)(C)C.F[P-](F)(F)(F)(F)F.N1(OC(N(C)C)=[N+](C)C)C2C=CC=CC=2N=N1.[CH2:54]([O:56][C:57](=[O:65])[C:58]1[CH:63]=[CH:62][C:61]([NH2:64])=[CH:60][CH:59]=1)[CH3:55]. Product: [C:1]([O:5][C:6]([N:8]1[C:17]2[C:12](=[CH:13][CH:14]=[C:15]([C:18](=[O:19])[NH:64][C:61]3[CH:62]=[CH:63][C:58]([C:57]([O:56][CH2:54][CH3:55])=[O:65])=[CH:59][CH:60]=3)[CH:16]=2)[CH2:11][CH2:10][CH2:9]1)=[O:7])([CH3:4])([CH3:2])[CH3:3]. The catalyst class is: 9. (4) Reactant: [Br:1][C:2]1[CH:3]=[CH:4][C:5](/[CH:8]=[CH:9]/[C@H:10]2[C@H:18]([CH3:19])[C:17]([F:21])([F:20])[CH2:16][C@@H:15]3[C@H:11]2[C@@H:12]([CH3:23])[O:13][C:14]3=[O:22])=[N:6][CH:7]=1.C[Si]([N-][Si](C)(C)C)(C)C.[Li+].C([C:36]([O:38][CH3:39])=[O:37])#N. Product: [CH3:39][O:38][C:36]([C@@:15]12[CH2:16][C:17]([F:20])([F:21])[C@@H:18]([CH3:19])[C@H:10](/[CH:9]=[CH:8]/[C:5]3[CH:4]=[CH:3][C:2]([Br:1])=[CH:7][N:6]=3)[C@@H:11]1[C@@H:12]([CH3:23])[O:13][C:14]2=[O:22])=[O:37]. The catalyst class is: 1. (5) Reactant: [F:1][C:2]1[CH:3]=[C:4]2[C:9](=[CH:10][CH:11]=1)[N:8]=[CH:7][CH:6]=[C:5]2[C@H:12]1[CH2:17][CH2:16][C@H:15]([NH2:18])[CH2:14][CH2:13]1.[Cl:19][C:20]1[CH:25]=[CH:24][C:23]([N:26]=[C:27]=[O:28])=[CH:22][CH:21]=1. Product: [Cl:19][C:20]1[CH:25]=[CH:24][C:23]([NH:26][C:27]([NH:18][C@H:15]2[CH2:16][CH2:17][C@H:12]([C:5]3[C:4]4[C:9](=[CH:10][CH:11]=[C:2]([F:1])[CH:3]=4)[N:8]=[CH:7][CH:6]=3)[CH2:13][CH2:14]2)=[O:28])=[CH:22][CH:21]=1. The catalyst class is: 1.